From a dataset of Peptide-MHC class I binding affinity with 185,985 pairs from IEDB/IMGT. Regression. Given a peptide amino acid sequence and an MHC pseudo amino acid sequence, predict their binding affinity value. This is MHC class I binding data. (1) The peptide sequence is LYDSQGLPEELP. The MHC is H-2-Kb with pseudo-sequence H-2-Kb. The binding affinity (normalized) is 0.0123. (2) The peptide sequence is SAVPSHWVPT. The MHC is HLA-A32:01 with pseudo-sequence HLA-A32:01. The binding affinity (normalized) is 0.431. (3) The peptide sequence is KRSTPFYTK. The MHC is HLA-B48:01 with pseudo-sequence HLA-B48:01. The binding affinity (normalized) is 0.0847. (4) The peptide sequence is CFKEASFSKR. The MHC is HLA-A31:01 with pseudo-sequence HLA-A31:01. The binding affinity (normalized) is 0.669.